Dataset: Catalyst prediction with 721,799 reactions and 888 catalyst types from USPTO. Task: Predict which catalyst facilitates the given reaction. (1) Reactant: [CH3:1][C:2]([CH3:13])([CH3:12])[CH2:3][CH2:4][N:5]1[CH:9]=[CH:8][N:7]=[C:6]1[CH:10]=O.[NH2:14][OH:15].Cl.C([O-])([O-])=O.[Na+].[Na+]. The catalyst class is: 6. Product: [CH3:1][C:2]([CH3:13])([CH3:12])[CH2:3][CH2:4][N:5]1[CH:9]=[CH:8][N:7]=[C:6]1[CH:10]=[N:14][OH:15]. (2) Reactant: Cl[C:2]1[N:11]=[C:10]2[C:5]([C:6](=[O:28])[C:7]([C:23]([O:25][CH2:26][CH3:27])=[O:24])=[CH:8][N:9]2[CH2:12][C:13]2[CH:18]=[CH:17][C:16]([O:19][CH3:20])=[CH:15][C:14]=2[O:21][CH3:22])=[C:4]([CH3:29])[C:3]=1[F:30].[NH:31]1[CH2:34][CH2:33][CH2:32]1.C(=O)([O-])[O-].[K+].[K+]. Product: [N:31]1([C:2]2[N:11]=[C:10]3[C:5]([C:6](=[O:28])[C:7]([C:23]([O:25][CH2:26][CH3:27])=[O:24])=[CH:8][N:9]3[CH2:12][C:13]3[CH:18]=[CH:17][C:16]([O:19][CH3:20])=[CH:15][C:14]=3[O:21][CH3:22])=[C:4]([CH3:29])[C:3]=2[F:30])[CH2:34][CH2:33][CH2:32]1. The catalyst class is: 4. (3) Reactant: [CH2:1]([O:3]/[C:4](=[CH:10]\[C:11]1[CH:16]=[CH:15][C:14]([C:17]2[CH:22]=[CH:21][CH:20]=[C:19]([N:23]([CH3:36])[C:24]([O:26]C3C=CC([N+]([O-])=O)=CC=3)=O)[CH:18]=2)=[CH:13][CH:12]=1)/[C:5]([O:7][CH2:8][CH3:9])=[O:6])[CH3:2].[CH2:37]([NH2:41])[CH2:38][CH2:39][CH3:40].O. Product: [CH2:37]([NH:41][C:24](=[O:26])[N:23]([C:19]1[CH:18]=[C:17]([C:14]2[CH:15]=[CH:16][C:11](/[CH:10]=[C:4](\[O:3][CH2:1][CH3:2])/[C:5]([O:7][CH2:8][CH3:9])=[O:6])=[CH:12][CH:13]=2)[CH:22]=[CH:21][CH:20]=1)[CH3:36])[CH2:38][CH2:39][CH3:40]. The catalyst class is: 9. (4) Reactant: [CH:1]1([NH:6][N:7]2[C:16]3[C:11](=[CH:12][CH:13]=[CH:14][CH:15]=3)[C:10]([OH:17])=[C:9]([C:18]3[NH:23][C:22]4[CH:24]=[CH:25][C:26]([OH:28])=[CH:27][C:21]=4[S:20](=[O:30])(=[O:29])[N:19]=3)[C:8]2=[O:31])[CH2:5][CH2:4][CH2:3][CH2:2]1.C(=O)([O-])[O-].[Cs+].[Cs+].Br[CH2:39][C:40]([NH2:42])=[O:41]. Product: [CH:1]1([NH:6][N:7]2[C:16]3[C:11](=[CH:12][CH:13]=[CH:14][CH:15]=3)[C:10]([OH:17])=[C:9]([C:18]3[NH:23][C:22]4[CH:24]=[CH:25][C:26]([O:28][CH2:39][C:40]([NH2:42])=[O:41])=[CH:27][C:21]=4[S:20](=[O:29])(=[O:30])[N:19]=3)[C:8]2=[O:31])[CH2:2][CH2:3][CH2:4][CH2:5]1. The catalyst class is: 711. (5) The catalyst class is: 9. Product: [C:2]([C:4]1[C:9](=[O:10])[C@@:8]2([CH3:23])[C:11]3[C:12]([OH:22])=[CH:13][C:14]([O:21][CH2:25][C:26]4[CH:31]=[CH:30][CH:29]=[CH:28][CH:27]=4)=[C:15]([C:18]([NH2:20])=[O:19])[C:16]=3[O:17][C:7]2=[CH:6][C:5]=1[OH:24])(=[O:3])[CH3:1]. Reactant: [CH3:1][C:2]([C:4]1[C:9](=[O:10])[C@@:8]2([CH3:23])[C:11]3[C:16]([O:17][C:7]2=[CH:6][C:5]=1[OH:24])=[C:15]([C:18]([NH2:20])=[O:19])[C:14]([OH:21])=[CH:13][C:12]=3[OH:22])=[O:3].[CH2:25](Br)[C:26]1[CH:31]=[CH:30][CH:29]=[CH:28][CH:27]=1.C(=O)([O-])[O-].[K+].[K+].